From a dataset of Reaction yield outcomes from USPTO patents with 853,638 reactions. Predict the reaction yield, written as a fraction of the theoretical maximum amount of product (1.0 means a 100% yield; for example, 0.34 means a 34% yield). (1) The reactants are Cl[C:2]1[C:9]([O:10][CH2:11][O:12][CH3:13])=[CH:8][C:5]([C:6]#[N:7])=[CH:4][N:3]=1.[B:14]1([OH:24])[C:18]2[CH:19]=[CH:20][C:21]([OH:23])=[CH:22][C:17]=2[CH2:16][O:15]1.C(=O)([O-])[O-].[Cs+].[Cs+]. The catalyst is CN(C=O)C. The product is [OH:24][B:14]1[C:18]2[CH:19]=[CH:20][C:21]([O:23][C:2]3[C:9]([O:10][CH2:11][O:12][CH3:13])=[CH:8][C:5]([C:6]#[N:7])=[CH:4][N:3]=3)=[CH:22][C:17]=2[CH2:16][O:15]1. The yield is 0.400. (2) The reactants are Br[C:2]1[CH:7]=[CH:6][N:5]=[C:4]2[N:8](S(C3C=CC=CC=3)(=O)=O)[C:9]([CH3:11])=[CH:10][C:3]=12.[O:21]=[S:22]1(=[O:46])[CH2:26][CH2:25][CH:24]([NH:27][S:28]([C:31]2[CH:36]=[CH:35][C:34](B3OC(C)(C)C(C)(C)O3)=[CH:33][CH:32]=2)(=[O:30])=[O:29])[CH2:23]1.[O-]P([O-])([O-])=O.[K+].[K+].[K+].[OH-].[Na+]. The catalyst is O1CCOCC1.O.O. The product is [O:46]=[S:22]1(=[O:21])[CH2:26][CH2:25][CH:24]([NH:27][S:28]([C:31]2[CH:36]=[CH:35][C:34]([C:2]3[CH:7]=[CH:6][N:5]=[C:4]4[NH:8][C:9]([CH3:11])=[CH:10][C:3]=34)=[CH:33][CH:32]=2)(=[O:29])=[O:30])[CH2:23]1. The yield is 0.160. (3) The reactants are [CH3:1][S:2]([C:5]1[CH:10]=[CH:9][C:8]([C:11]2[N:16]=[C:15]([C:17]([F:20])([F:19])[F:18])[N:14]=[C:13]([N:21]3[CH2:26][CH2:25][NH:24][CH2:23][CH2:22]3)[C:12]=2[C:27]2[CH:32]=[CH:31][CH:30]=[CH:29][CH:28]=2)=[CH:7][CH:6]=1)(=[O:4])=[O:3].[S:33]1[CH:37]=[CH:36][N:35]=[C:34]1[CH:38]=O.C(O[BH-](OC(=O)C)OC(=O)C)(=O)C.[Na+].C(O)(=O)C. The catalyst is ClC(Cl)C.C(OCC)(=O)C.O. The product is [CH3:1][S:2]([C:5]1[CH:6]=[CH:7][C:8]([C:11]2[N:16]=[C:15]([C:17]([F:20])([F:19])[F:18])[N:14]=[C:13]([N:21]3[CH2:22][CH2:23][N:24]([CH2:38][C:34]4[S:33][CH:37]=[CH:36][N:35]=4)[CH2:25][CH2:26]3)[C:12]=2[C:27]2[CH:32]=[CH:31][CH:30]=[CH:29][CH:28]=2)=[CH:9][CH:10]=1)(=[O:4])=[O:3]. The yield is 0.456.